Dataset: Peptide-MHC class I binding affinity with 185,985 pairs from IEDB/IMGT. Task: Regression. Given a peptide amino acid sequence and an MHC pseudo amino acid sequence, predict their binding affinity value. This is MHC class I binding data. (1) The peptide sequence is ITASKDLCF. The MHC is HLA-B15:17 with pseudo-sequence HLA-B15:17. The binding affinity (normalized) is 0.901. (2) The peptide sequence is IFRRDQIWF. The MHC is HLA-A03:01 with pseudo-sequence HLA-A03:01. The binding affinity (normalized) is 0.0847.